From a dataset of Reaction yield outcomes from USPTO patents with 853,638 reactions. Predict the reaction yield, written as a fraction of the theoretical maximum amount of product (1.0 means a 100% yield; for example, 0.34 means a 34% yield). (1) The reactants are [OH-].[Na+].C([O:5][C:6]([C:8]1[S:23][C:11]2=[N:12][C:13]([C:17]3[CH:22]=[CH:21][CH:20]=[CH:19][CH:18]=3)=[CH:14][C:15]([CH3:16])=[C:10]2[C:9]=1[NH:24][C:25]([NH:27]C(=O)C1C=CC=CC=1)=[S:26])=O)C.CN(C)C=O.I[CH2:42][CH3:43]. The catalyst is C(O)C. The product is [CH2:42]([S:26][C:25]1[NH:27][C:6](=[O:5])[C:8]2[S:23][C:11]3[N:12]=[C:13]([C:17]4[CH:18]=[CH:19][CH:20]=[CH:21][CH:22]=4)[CH:14]=[C:15]([CH3:16])[C:10]=3[C:9]=2[N:24]=1)[CH3:43]. The yield is 0.830. (2) The reactants are [NH2:1][C:2]1[S:6][C:5]2[CH:7]=[CH:8][CH:9]=[CH:10][C:4]=2[C:3]=1[C:11]([OH:13])=O.[NH:14]1[CH2:19][CH2:18][C:17](=[O:20])[CH2:16][CH2:15]1.C(Cl)CCl.C1C=CC2N(O)N=NC=2C=1.CCN(CC)CC. The catalyst is CN(C=O)C. The product is [NH2:1][C:2]1[S:6][C:5]2[CH:7]=[CH:8][CH:9]=[CH:10][C:4]=2[C:3]=1[C:11]([N:14]1[CH2:19][CH2:18][C:17](=[O:20])[CH2:16][CH2:15]1)=[O:13]. The yield is 0.840. (3) The reactants are [O:1]1[C:5]2[CH:6]=[CH:7][C:8]([C:10]3([C:13]([OH:15])=O)[CH2:12][CH2:11]3)=[CH:9][C:4]=2[O:3][CH2:2]1.CN(C(ON1N=NC2C=CC=CC1=2)=[N+](C)C)C.F[P-](F)(F)(F)(F)F.CCN(CC)CC.[NH2:47][C:48]1[CH:49]=[C:50]2[C:54](=[CH:55][CH:56]=1)[NH:53][C:52]([CH:57]([CH3:63])[C:58]([O:60][CH2:61][CH3:62])=[O:59])=[CH:51]2. The catalyst is C(#N)C. The product is [O:1]1[C:5]2[CH:6]=[CH:7][C:8]([C:10]3([C:13]([NH:47][C:48]4[CH:49]=[C:50]5[C:54](=[CH:55][CH:56]=4)[NH:53][C:52]([CH:57]([CH3:63])[C:58]([O:60][CH2:61][CH3:62])=[O:59])=[CH:51]5)=[O:15])[CH2:11][CH2:12]3)=[CH:9][C:4]=2[O:3][CH2:2]1. The yield is 0.500. (4) The reactants are [BH4-].[Na+].[Br:3][C:4]1[CH:17]=[CH:16][C:7]([O:8][CH:9]2[CH2:14][CH2:13][C:12](=[O:15])[CH2:11][CH2:10]2)=[CH:6][CH:5]=1. The catalyst is C(O)C. The product is [Br:3][C:4]1[CH:5]=[CH:6][C:7]([O:8][CH:9]2[CH2:10][CH2:11][CH:12]([OH:15])[CH2:13][CH2:14]2)=[CH:16][CH:17]=1. The yield is 0.720. (5) The reactants are [O:1]1[CH:6]=[CH:5][CH2:4][CH2:3][CH2:2]1.[Br:7][C:8]1[N:12]=[CH:11][NH:10][N:9]=1.CS(O)(=O)=O. The catalyst is O1CCCC1. The product is [Br:7][C:8]1[N:12]=[CH:11][N:10]([CH:6]2[CH2:5][CH2:4][CH2:3][CH2:2][O:1]2)[N:9]=1. The yield is 0.950. (6) The reactants are Br[C:2]1[CH:7]=[CH:6][C:5]([O:8][C:9]2[CH:14]=[CH:13][CH:12]=[CH:11][CH:10]=2)=[CH:4][C:3]=1[F:15].[Li]CCCC.CC([O:24][B:25](OC(C)C)[O:26]C(C)C)C. The catalyst is O1CCCC1. The product is [F:15][C:3]1[CH:4]=[C:5]([O:8][C:9]2[CH:14]=[CH:13][CH:12]=[CH:11][CH:10]=2)[CH:6]=[CH:7][C:2]=1[B:25]([OH:26])[OH:24]. The yield is 0.920.